Dataset: Blood-brain barrier permeability classification from the B3DB database. Task: Regression/Classification. Given a drug SMILES string, predict its absorption, distribution, metabolism, or excretion properties. Task type varies by dataset: regression for continuous measurements (e.g., permeability, clearance, half-life) or binary classification for categorical outcomes (e.g., BBB penetration, CYP inhibition). Dataset: b3db_classification. (1) The molecule is CC#CCC(C)C(O)/C=C/C1C(O)CC2C/C(=C/CCCC(=O)OCC(=O)c3ccccc3)CC21. The result is 0 (does not penetrate BBB). (2) The result is 1 (penetrates BBB). The compound is Cn1ncnc1COc1nn2c(-c3cc(F)ccc3F)nnc2cc1C(C)(C)C. (3) The compound is CCN1C(=O)NC(c2ccccc2)C1=O. The result is 1 (penetrates BBB).